This data is from Drug-target binding data from BindingDB using IC50 measurements. The task is: Regression. Given a target protein amino acid sequence and a drug SMILES string, predict the binding affinity score between them. We predict pIC50 (pIC50 = -log10(IC50 in M); higher means more potent). Dataset: bindingdb_ic50. (1) The target protein (Q9Y337) has sequence MATARPPWMWVLCALITALLLGVTEHVLANNDVSCDHPSNTVPSGSNQDLGAGAGEDARSDDSSSRIINGSDCDMHTQPWQAALLLRPNQLYCGAVLVHPQWLLTAAHCRKKVFRVRLGHYSLSPVYESGQQMFQGVKSIPHPGYSHPGHSNDLMLIKLNRRIRPTKDVRPINVSSHCPSAGTKCLVSGWGTTKSPQVHFPKVLQCLNISVLSQKRCEDAYPRQIDDTMFCAGDKAGRDSCQGDSGGPVVCNGSLQGLVSWGDYPCARPNRPGVYTNLCKFTKWIQETIQANS. The pIC50 is 4.5. The small molecule is COC(=O)c1ccccc1CNC(=O)N1CCC[C@H]1C(=O)Nc1cccc(OC(F)(F)F)c1. (2) The small molecule is N=C(N)NCCCC(NC(=O)C(c1ccccc1)c1ccccc1)C(=O)N1CCCc2cc(O)ccc2C1. The target protein (P25929) has sequence MNSTLFSQVENHSVHSNFSEKNAQLLAFENDDCHLPLAMIFTLALAYGAVIILGVSGNLALIIIILKQKEMRNVTNILIVNLSFSDLLVAIMCLPFTFVYTLMDHWVFGEAMCKLNPFVQCVSITVSIFSLVLIAVERHQLIINPRGWRPNNRHAYVGIAVIWVLAVASSLPFLIYQVMTDEPFQNVTLDAYKDKYVCFDQFPSDSHRLSYTTLLLVLQYFGPLCFIFICYFKIYIRLKRRNNMMDKMRDNKYRSSETKRINIMLLSIVVAFAVCWLPLTIFNTVFDWNHQIIATCNHNLLFLLCHLTAMISTCVNPIFYGFLNKNFQRDLQFFFNFCDFRSRDDDYETIAMSTMHTDVSKTSLKQASPVAFKKINNNDDNEKI. The pIC50 is 6.5. (3) The drug is CC(=O)c1cccc2c1CCN1C(=O)CN=C(n3cnc(C4CCC4)c3)C=C21. The target protein (P41594) has sequence MVLLLILSVLLLKEDVRGSAQSSERRVVAHMPGDIIIGALFSVHHQPTVDKVHERKCGAVREQYGIQRVEAMLHTLERINSDPTLLPNITLGCEIRDSCWHSAVALEQSIEFIRDSLISSEEEEGLVRCVDGSSSSFRSKKPIVGVIGPGSSSVAIQVQNLLQLFNIPQIAYSATSMDLSDKTLFKYFMRVVPSDAQQARAMVDIVKRYNWTYVSAVHTEGNYGESGMEAFKDMSAKEGICIAHSYKIYSNAGEQSFDKLLKKLTSHLPKARVVACFCEGMTVRGLLMAMRRLGLAGEFLLLGSDGWADRYDVTDGYQREAVGGITIKLQSPDVKWFDDYYLKLRPETNHRNPWFQEFWQHRFQCRLEGFPQENSKYNKTCNSSLTLKTHHVQDSKMGFVINAIYSMAYGLHNMQMSLCPGYAGLCDAMKPIDGRKLLESLMKTNFTGVSGDTILFDENGDSPGRYEIMNFKEMGKDYFDYINVGSWDNGELKMDDDEVW.... The pIC50 is 7.5.